From a dataset of Catalyst prediction with 721,799 reactions and 888 catalyst types from USPTO. Predict which catalyst facilitates the given reaction. (1) Reactant: [CH2:1]([O:8][CH2:9][CH2:10][CH2:11][O:12][C:13]1[C:14]([B:22]2[O:26][C:25]([CH3:28])(C)C(C)[O:23]2)=[C:15]([CH:18]=[C:19]([Cl:21])[CH:20]=1)C=O)[C:2]1[CH:7]=[CH:6][CH:5]=[CH:4][CH:3]=1.[N+:30](C)([O-:32])=[O:31].[OH-].[Na+].Cl. Product: [CH2:1]([O:8][CH2:9][CH2:10][CH2:11][O:12][C:13]1[C:14]2[B:22]([OH:23])[O:26][CH:25]([CH2:28][N+:30]([O-:32])=[O:31])[C:15]=2[CH:18]=[C:19]([Cl:21])[CH:20]=1)[C:2]1[CH:3]=[CH:4][CH:5]=[CH:6][CH:7]=1. The catalyst class is: 49. (2) Reactant: [CH3:1][N:2]1[CH2:6][CH2:5][CH:4]([C:7]([OH:9])=O)[CH2:3]1.S(Cl)(Cl)=O.[NH2:14][C:15]1[CH:20]=[C:19]([O:21][C:22]2[CH:23]=[CH:24][C:25]([NH:28][C:29]([NH:31][C:32](=[O:37])[C:33]([CH3:36])([CH3:35])[CH3:34])=[O:30])=[N:26][CH:27]=2)[CH:18]=[CH:17][N:16]=1.CCN(C(C)C)C(C)C.C([O-])([O-])=O.[K+].[K+]. Product: [CH3:1][N:2]1[CH2:6][CH2:5][CH:4]([C:7]([NH:14][C:15]2[CH:20]=[C:19]([O:21][C:22]3[CH:27]=[N:26][C:25]([NH:28][C:29]([NH:31][C:32](=[O:37])[C:33]([CH3:35])([CH3:34])[CH3:36])=[O:30])=[CH:24][CH:23]=3)[CH:18]=[CH:17][N:16]=2)=[O:9])[CH2:3]1. The catalyst class is: 168. (3) Product: [NH2:2][CH2:1][CH:3]([C:12]1[CH:17]=[CH:16][CH:15]=[C:14]([F:18])[C:13]=1[F:19])[CH2:4][CH2:5][CH2:6][C:7]([O:9][CH2:10][CH3:11])=[O:8]. Reactant: [C:1]([CH:3]([C:12]1[CH:17]=[CH:16][CH:15]=[C:14]([F:18])[C:13]=1[F:19])[CH2:4][CH2:5][CH2:6][C:7]([O:9][CH2:10][CH3:11])=[O:8])#[N:2]. The catalyst class is: 171. (4) Reactant: [CH3:1][O:2][C:3]1[CH:8]=[CH:7][C:6]([CH:9]2[CH2:14][CH2:13][CH:12]([CH2:15][CH:16]=[O:17])[CH2:11][CH2:10]2)=[CH:5][CH:4]=1.[Si]([C:22]([F:25])([F:24])[F:23])(C)(C)C.CCCC[N+](CCCC)(CCCC)CCCC.[F-]. Product: [F:23][C:22]([F:25])([F:24])[CH:16]([OH:17])[CH2:15][CH:12]1[CH2:13][CH2:14][CH:9]([C:6]2[CH:7]=[CH:8][C:3]([O:2][CH3:1])=[CH:4][CH:5]=2)[CH2:10][CH2:11]1. The catalyst class is: 1. (5) Reactant: [Cl:1][C:2]1[CH:3]=[C:4]([CH:31]=[CH:32][CH:33]=1)[CH2:5][CH2:6][NH:7][C:8]1[N:13]=[C:12]([NH:14][C@H:15]2[CH2:18][C@@H:17]([NH:19]C(=O)OC(C)(C)C)[C:16]2([CH3:28])[CH3:27])[C:11]([C:29]#[N:30])=[CH:10][N:9]=1.FC(F)(F)C(O)=O. Product: [NH2:19][C@H:17]1[CH2:18][C@@H:15]([NH:14][C:12]2[C:11]([C:29]#[N:30])=[CH:10][N:9]=[C:8]([NH:7][CH2:6][CH2:5][C:4]3[CH:31]=[CH:32][CH:33]=[C:2]([Cl:1])[CH:3]=3)[N:13]=2)[C:16]1([CH3:28])[CH3:27]. The catalyst class is: 2. (6) Reactant: C[N:2]([C@@H:10]1[C:18]2[C:13](=CC=CC=2)C[C@@H]1OC1CCCCO1)[C:3](=[O:9])[O:4][C:5]([CH3:8])([CH3:7])[CH3:6].[C:26]1([CH3:36])[CH:31]=[CH:30][C:29](S(O)(=O)=O)=[CH:28][CH:27]=1.C([O-])(O)=[O:38].[Na+].O. Product: [C:5]([O:4][C:3](=[O:9])[NH:2][CH2:10][C@H:18]1[C:31]2[C:26](=[CH:27][CH:28]=[CH:29][CH:30]=2)[CH2:36][C@@H:13]1[OH:38])([CH3:6])([CH3:7])[CH3:8]. The catalyst class is: 125.